The task is: Predict the reactants needed to synthesize the given product.. This data is from Full USPTO retrosynthesis dataset with 1.9M reactions from patents (1976-2016). (1) Given the product [C:1]([CH2:3][CH2:4][C:5]([C:8]1[CH:9]=[CH:10][C:11]([C:12]([NH:27][C:25]2[N:26]=[C:21]3[CH:20]=[CH:19][C:18]([CH3:17])=[CH:23][N:22]3[CH:24]=2)=[O:14])=[CH:15][CH:16]=1)([CH3:6])[CH3:7])#[N:2], predict the reactants needed to synthesize it. The reactants are: [C:1]([CH2:3][CH2:4][C:5]([C:8]1[CH:16]=[CH:15][C:11]([C:12]([OH:14])=O)=[CH:10][CH:9]=1)([CH3:7])[CH3:6])#[N:2].[CH3:17][C:18]1[CH:19]=[CH:20][C:21]2[N:22]([CH:24]=[C:25]([NH2:27])[N:26]=2)[CH:23]=1. (2) Given the product [F:4][C:5]1[CH:6]=[C:7]([CH:10]=[CH:11][C:12]=1[S:2][CH3:1])[C:8]#[N:9], predict the reactants needed to synthesize it. The reactants are: [CH3:1][S-:2].[Na+].[F:4][C:5]1[CH:6]=[C:7]([CH:10]=[CH:11][C:12]=1F)[C:8]#[N:9]. (3) Given the product [CH2:6]([O:5][C:1](=[O:4])[CH:2]=[N:16][C@H:9]([C:10]1[CH:15]=[CH:14][CH:13]=[CH:12][CH:11]=1)[CH3:8])[CH3:7], predict the reactants needed to synthesize it. The reactants are: [C:1]([O:5][CH2:6][CH3:7])(=[O:4])[CH:2]=O.[CH3:8][C@H:9]([NH2:16])[C:10]1[CH:15]=[CH:14][CH:13]=[CH:12][CH:11]=1. (4) Given the product [C:1]([C:5]1[CH:10]=[CH:9][CH:8]=[CH:7][C:6]=1[O:11][CH3:12])([CH3:4])([CH3:2])[CH3:3], predict the reactants needed to synthesize it. The reactants are: [C:1]([C:5]1[CH:10]=[CH:9][CH:8]=[CH:7][C:6]=1[OH:11])([CH3:4])([CH3:3])[CH3:2].[C:12]([O-])([O-])=O.[K+].[K+].COS(OC)(=O)=O.CCO. (5) Given the product [CH:22]1([NH:28][C:2]2[C:7]([C:8](=[O:10])[CH3:9])=[CH:6][N:5]=[C:4]3[N:11]([CH2:14][O:15][CH2:16][CH2:17][Si:18]([CH3:21])([CH3:20])[CH3:19])[CH:12]=[N:13][C:3]=23)[CH2:27][CH2:26][CH2:25][CH2:24][CH2:23]1, predict the reactants needed to synthesize it. The reactants are: Cl[C:2]1[C:7]([C:8](=[O:10])[CH3:9])=[CH:6][N:5]=[C:4]2[N:11]([CH2:14][O:15][CH2:16][CH2:17][Si:18]([CH3:21])([CH3:20])[CH3:19])[CH:12]=[N:13][C:3]=12.[CH:22]1([NH2:28])[CH2:27][CH2:26][CH2:25][CH2:24][CH2:23]1.[Cl-].[Na+]. (6) Given the product [CH2:18]([C:28]1[CH:29]=[CH:30][C:31]([S:34]([NH:1][C@@H:2]([CH2:14][N:15]([CH3:16])[CH3:17])[CH2:3][C:4]([O:6][CH2:7][C:8]2[CH:13]=[CH:12][CH:11]=[CH:10][CH:9]=2)=[O:5])(=[O:36])=[O:35])=[CH:32][CH:33]=1)[CH2:19][CH2:20][CH2:21][CH2:22][CH2:23][CH2:24][CH2:25][CH2:26][CH3:27], predict the reactants needed to synthesize it. The reactants are: [NH2:1][C@@H:2]([CH2:14][N:15]([CH3:17])[CH3:16])[CH2:3][C:4]([O:6][CH2:7][C:8]1[CH:13]=[CH:12][CH:11]=[CH:10][CH:9]=1)=[O:5].[CH2:18]([C:28]1[CH:33]=[CH:32][C:31]([S:34](Cl)(=[O:36])=[O:35])=[CH:30][CH:29]=1)[CH2:19][CH2:20][CH2:21][CH2:22][CH2:23][CH2:24][CH2:25][CH2:26][CH3:27].